Dataset: Full USPTO retrosynthesis dataset with 1.9M reactions from patents (1976-2016). Task: Predict the reactants needed to synthesize the given product. (1) Given the product [O:17]1[CH2:21][CH2:20][CH2:19][C@@H:18]1[C:22]([N:2]1[CH2:6][CH2:5][CH2:4][C@H:3]1[C:7]([O:9][CH2:10][C:11]1[CH:16]=[CH:15][CH:14]=[CH:13][CH:12]=1)=[O:8])=[O:23], predict the reactants needed to synthesize it. The reactants are: Cl.[NH:2]1[CH2:6][CH2:5][CH2:4][C@H:3]1[C:7]([O:9][CH2:10][C:11]1[CH:16]=[CH:15][CH:14]=[CH:13][CH:12]=1)=[O:8].[O:17]1[CH2:21][CH2:20][CH2:19][C@@H:18]1[C:22](O)=[O:23].CCN(C(C)C)C(C)C.C1C=CC2N(O)N=NC=2C=1.Cl.C(N=C=NCCCN(C)C)C.Cl. (2) Given the product [CH2:8]([O:7][C:1](=[O:6])[CH:2]([C:3](=[O:4])[CH3:5])[CH2:17][CH:18]([CH3:20])[CH3:19])[CH3:9], predict the reactants needed to synthesize it. The reactants are: [C:1]([O:7][CH2:8][CH3:9])(=[O:6])[CH2:2][C:3]([CH3:5])=[O:4].C([O-])([O-])=O.[K+].[K+].Br[CH2:17][CH:18]([CH3:20])[CH3:19].